This data is from Forward reaction prediction with 1.9M reactions from USPTO patents (1976-2016). The task is: Predict the product of the given reaction. (1) Given the reactants [CH3:1][C:2]1[C:7]([C:8]([OH:10])=O)=[CH:6][N:5]=[C:4]([C:11]2[CH:16]=[CH:15][CH:14]=[CH:13][N:12]=2)[N:3]=1.[F:17][C:18]1[CH:19]=[C:20]2[CH:26]=[CH:25][N:24]([NH2:27])[C:21]2=[N:22][CH:23]=1.C[N+]1(C2N=C(OC)N=C(OC)N=2)CCOCC1.[Cl-], predict the reaction product. The product is: [F:17][C:18]1[CH:19]=[C:20]2[CH:26]=[CH:25][N:24]([NH:27][C:8]([C:7]3[C:2]([CH3:1])=[N:3][C:4]([C:11]4[CH:16]=[CH:15][CH:14]=[CH:13][N:12]=4)=[N:5][CH:6]=3)=[O:10])[C:21]2=[N:22][CH:23]=1. (2) Given the reactants C(OC(=O)[NH:7][CH:8]([CH:16]1[CH2:20][CH2:19][N:18]([C:21]2[C:30](C)=[C:29]3[C:24]([C:25](=[O:36])[NH:26][C:27](=[O:35])[N:28]3[CH:32]3[CH2:34][CH2:33]3)=[CH:23][C:22]=2[F:37])[CH2:17]1)[C:9]1[CH:14]=[CH:13][CH:12]=[CH:11][C:10]=1[F:15])(C)(C)C.Cl.[Cl:40][CH2:41]Cl, predict the reaction product. The product is: [ClH:40].[NH2:7][CH:8]([CH:16]1[CH2:20][CH2:19][N:18]([C:21]2[C:22]([F:37])([CH3:41])[CH2:23][C:24]3[C:25](=[O:36])[NH:26][C:27](=[O:35])[N:28]([CH:32]4[CH2:33][CH2:34]4)[C:29]=3[CH:30]=2)[CH2:17]1)[C:9]1[CH:14]=[CH:13][CH:12]=[CH:11][C:10]=1[F:15].